From a dataset of Reaction yield outcomes from USPTO patents with 853,638 reactions. Predict the reaction yield, written as a fraction of the theoretical maximum amount of product (1.0 means a 100% yield; for example, 0.34 means a 34% yield). (1) The catalyst is CC(O)(C)C.O.C(#N)C.C(OCC)(=O)C. The yield is 0.820. The reactants are [F:1][C:2]1[CH:20]=[CH:19][C:5]([O:6][C:7]2[CH:14]=[C:13]([C:15]([F:18])([F:17])[F:16])[CH:12]=[CH:11][C:8]=2[CH:9]=[O:10])=[CH:4][CH:3]=1.P([O-])(O)(O)=[O:22].[Na+].CC(=CC)C.Cl([O-])=O.[Na+].Cl.[S-2].[Na+].[Na+]. The product is [F:1][C:2]1[CH:20]=[CH:19][C:5]([O:6][C:7]2[CH:14]=[C:13]([C:15]([F:16])([F:17])[F:18])[CH:12]=[CH:11][C:8]=2[C:9]([OH:22])=[O:10])=[CH:4][CH:3]=1. (2) The reactants are [Cl:1][S:2]([OH:5])(=O)=[O:3].[Cl:6][C:7]1[CH:12]=[CH:11][N:10]=[C:9]([NH:13][C:14]2[CH:19]=[CH:18][CH:17]=[CH:16][CH:15]=2)[N:8]=1. No catalyst specified. The product is [Cl:6][C:7]1[CH:12]=[CH:11][N:10]=[C:9]([NH:13][C:14]2[CH:19]=[CH:18][C:17]([S:2]([Cl:1])(=[O:5])=[O:3])=[CH:16][CH:15]=2)[N:8]=1. The yield is 0.740. (3) The product is [CH3:2][O:3][C:4]1[CH:28]=[C:27]([O:29][CH3:30])[CH:26]=[CH:25][C:5]=1[CH2:6][NH:7][C:8]([C:10]1[CH:24]=[CH:23][C:13]2[CH2:14][C@@H:15]3[C@H:20]([CH3:21])[C@:19]([CH3:22])([C:12]=2[CH:11]=1)[CH2:18][CH2:17][N:16]3[CH2:40][CH2:39][O:38][CH3:37])=[O:9]. The catalyst is C(#N)C. The yield is 0.860. The reactants are Cl.[CH3:2][O:3][C:4]1[CH:28]=[C:27]([O:29][CH3:30])[CH:26]=[CH:25][C:5]=1[CH2:6][NH:7][C:8]([C:10]1[CH:24]=[CH:23][C:13]2[CH2:14][CH:15]3[CH:20]([CH3:21])[C:19]([CH3:22])([C:12]=2[CH:11]=1)[CH2:18][CH2:17][NH:16]3)=[O:9].C(=O)([O-])[O-].[K+].[K+].[CH3:37][O:38][CH2:39][CH2:40]Br. (4) The reactants are C(OC([NH:8][CH2:9][C:10]([O:12][C:13]1[CH:18]=[CH:17][C:16]([C:19]2[C:20]([CH2:32][O:33][C:34]3[CH:39]=[C:38]([F:40])[CH:37]=[CH:36][C:35]=3[CH3:41])=[C:21]3[C:26](=[CH:27][CH:28]=2)[NH:25][C:24]([CH3:30])([CH3:29])[CH:23]=[C:22]3[CH3:31])=[C:15]([O:42][CH3:43])[CH:14]=1)=[O:11])=O)(C)(C)C.[ClH:44].O1CCOCC1. The catalyst is O1CCOCC1. The yield is 0.980. The product is [ClH:44].[NH2:8][CH2:9][C:10]([O:12][C:13]1[CH:18]=[CH:17][C:16]([C:19]2[C:20]([CH2:32][O:33][C:34]3[CH:39]=[C:38]([F:40])[CH:37]=[CH:36][C:35]=3[CH3:41])=[C:21]3[C:26](=[CH:27][CH:28]=2)[NH:25][C:24]([CH3:30])([CH3:29])[CH:23]=[C:22]3[CH3:31])=[C:15]([O:42][CH3:43])[CH:14]=1)=[O:11]. (5) The reactants are [CH3:1][O:2][C:3]([C:5]1[CH:9]=[C:8](Br)[S:7][CH:6]=1)=[O:4].C(N(CC)CC)C.[CH2:18]([OH:22])[CH2:19][C:20]#[CH:21]. The catalyst is C(#N)C.[Pd](Cl)Cl.[Cu](I)I.C1(P(C2C=CC=CC=2)C2C=CC=CC=2)C=CC=CC=1. The product is [CH3:1][O:2][C:3]([C:5]1[CH:9]=[C:8]([C:21]#[C:20][CH2:19][CH2:18][OH:22])[S:7][CH:6]=1)=[O:4]. The yield is 0.710.